From a dataset of Reaction yield outcomes from USPTO patents with 853,638 reactions. Predict the reaction yield, written as a fraction of the theoretical maximum amount of product (1.0 means a 100% yield; for example, 0.34 means a 34% yield). (1) The reactants are C([O:8][C@@H:9]1[C@@H:47]([O:48]CC2C=CC=CC=2)[C@H:46]([O:56][C@@H:57]2[O:76][C@H:75]([CH2:77][OH:78])[C@@H:62]([O:63][C@@H:64]3[O:72][C@H:71]([CH2:73][OH:74])[C@@H:69]([OH:70])[C@H:67]([OH:68])[C@H:65]3[OH:66])[C@H:60]([OH:61])[C@H:58]2[OH:59])[C@@H:45]([CH2:79][O:80]CC2C=CC=CC=2)[O:44][C@@H:10]1[O:11][C@H:12]1[C@H:16]([O:17]CC2C=CC=CC=2)[CH2:15][N:14](C(OCC2C=CC=CC=2)=O)[C@@H:13]1[CH2:35][O:36]CC1C=CC=CC=1)C1C=CC=CC=1.Cl. The yield is 0.192. The product is [C@@H:64]1([O:63][C@@H:62]2[C@@H:75]([CH2:77][OH:78])[O:76][C@@H:57]([O:56][C@@H:46]3[C@@H:45]([CH2:79][OH:80])[O:44][C@H:10]([O:11][C@H:12]4[C@H:16]([OH:17])[CH2:15][NH:14][C@@H:13]4[CH2:35][OH:36])[C@H:9]([OH:8])[C@H:47]3[OH:48])[C@H:58]([OH:59])[C@H:60]2[OH:61])[O:72][C@H:71]([CH2:73][OH:74])[C@@H:69]([OH:70])[C@H:67]([OH:68])[C@H:65]1[OH:66]. The catalyst is CO.[OH-].[Pd+2].[OH-]. (2) The reactants are Cl.Cl.Cl.[NH2:4][C:5]1[CH:6]=[C:7]([CH2:11][CH2:12][C:13]2[CH:18]=[C:17]([NH:19][C:20]3[C:25]([CH3:26])=[CH:24][N:23]=[C:22](Cl)[N:21]=3)[CH:16]=[CH:15][C:14]=2[NH2:28])[CH:8]=[CH:9][CH:10]=1.Cl.O.[OH-].[Na+]. The catalyst is COCCO.O1CCOCC1. The product is [CH3:26][C:25]1[CH:24]=[N:23][C:22]2[NH:4][C:5]3[CH:10]=[CH:9][CH:8]=[C:7]([CH:6]=3)[CH2:11][CH2:12][C:13]3[CH:18]=[C:17]([NH:19][C:20]=1[N:21]=2)[CH:16]=[CH:15][C:14]=3[NH2:28]. The yield is 0.480.